From a dataset of Forward reaction prediction with 1.9M reactions from USPTO patents (1976-2016). Predict the product of the given reaction. (1) Given the reactants [N:1]1([CH2:6][CH2:7][CH2:8][NH:9][C:10]2[CH:15]=[CH:14][C:13]([NH2:16])=[CH:12][C:11]=2[F:17])[CH:5]=[CH:4][N:3]=[CH:2]1.C[Al](C)C.[NH:22](/[C:26](/[CH3:32])=[CH:27]\[C:28](OC)=[O:29])[C:23]([CH3:25])=O, predict the reaction product. The product is: [N:1]1([CH2:6][CH2:7][CH2:8][NH:9][C:10]2[CH:15]=[CH:14][C:13]([N:16]3[C:28](=[O:29])[CH:27]=[C:26]([CH3:32])[N:22]=[C:23]3[CH3:25])=[CH:12][C:11]=2[F:17])[CH:5]=[CH:4][N:3]=[CH:2]1. (2) Given the reactants [O:1]=[C:2]1[CH2:6][CH2:5][CH2:4][CH:3]1[CH2:7][CH:8]([NH:12]C(N)=O)[C:9]([OH:11])=[O:10].[OH-].[Na+].OP(O)(O)=O, predict the reaction product. The product is: [NH2:12][C@@H:8]([CH2:7][CH:3]1[CH2:4][CH2:5][CH2:6][C:2]1=[O:1])[C:9]([OH:11])=[O:10]. (3) Given the reactants [CH:1]([C:3]1[N:8]=[CH:7][N:6]=[C:5]([NH2:9])[CH:4]=1)=[CH2:2], predict the reaction product. The product is: [CH2:1]([C:3]1[N:8]=[CH:7][N:6]=[C:5]([NH2:9])[CH:4]=1)[CH3:2]. (4) Given the reactants [Br:1][C:2]1[CH:3]=[C:4]([C:13]([O:15][CH2:16][CH3:17])=[O:14])[C:5]2[C:10]([CH2:11][CH3:12])=[N:9][NH:8][C:6]=2[N:7]=1.C([O-])([O-])=O.[K+].[K+].Br[CH:25]([CH3:27])[CH3:26], predict the reaction product. The product is: [Br:1][C:2]1[CH:3]=[C:4]([C:13]([O:15][CH2:16][CH3:17])=[O:14])[C:5]2[C:10]([CH2:11][CH3:12])=[N:9][N:8]([CH:25]([CH3:27])[CH3:26])[C:6]=2[N:7]=1. (5) The product is: [Cl:14][C:10]1[CH:9]=[C:8]([C:6]2[N:5]=[C:4]3[CH2:15][CH2:16][CH2:17][C:3]3=[C:2]([NH:24][C:23]3[CH:25]=[CH:26][C:20]([CH:18]=[CH2:19])=[CH:21][CH:22]=3)[CH:7]=2)[CH:13]=[CH:12][CH:11]=1. Given the reactants Cl[C:2]1[CH:7]=[C:6]([C:8]2[CH:13]=[CH:12][CH:11]=[C:10]([Cl:14])[CH:9]=2)[N:5]=[C:4]2[CH2:15][CH2:16][CH2:17][C:3]=12.[CH:18]([C:20]1[CH:26]=[CH:25][C:23]([NH2:24])=[CH:22][CH:21]=1)=[CH2:19], predict the reaction product. (6) Given the reactants [CH2:1]([CH:3]1[C:8]([C:9]2[CH:24]=[CH:23][C:12]3[N:13]=[C:14]([C:16]4[CH:21]=[CH:20][C:19]([OH:22])=[CH:18][CH:17]=4)[O:15][C:11]=3[CH:10]=2)=[N:7][NH:6][C:5](=[O:25])[CH2:4]1)[CH3:2].[CH3:26][O:27][CH2:28][CH2:29]O.C1(P(C2C=CC=CC=2)C2C=CC=CN=2)C=CC=CC=1.C1C=CC(COC(/N=N/C(OCC2C=CC=CC=2)=O)=O)=CC=1, predict the reaction product. The product is: [CH2:1]([CH:3]1[C:8]([C:9]2[CH:24]=[CH:23][C:12]3[N:13]=[C:14]([C:16]4[CH:21]=[CH:20][C:19]([O:22][CH2:29][CH2:28][O:27][CH3:26])=[CH:18][CH:17]=4)[O:15][C:11]=3[CH:10]=2)=[N:7][NH:6][C:5](=[O:25])[CH2:4]1)[CH3:2]. (7) Given the reactants CCN(C(C)C)C(C)C.[N:10]1[CH:15]=[CH:14][N:13]=[CH:12][C:11]=1[C:16]([OH:18])=O.C1C=CC2N(O)N=NC=2C=1.CCN=C=NCCCN(C)C.Cl.[O:41]=[C:42]([N:59]1[CH2:64][CH2:63][NH:62][CH2:61][CH2:60]1)[CH2:43][NH:44][C:45]([C:47]1[CH:52]=[CH:51][C:50]([C:53]2[CH:58]=[CH:57][CH:56]=[CH:55][CH:54]=2)=[CH:49][CH:48]=1)=[O:46], predict the reaction product. The product is: [O:41]=[C:42]([N:59]1[CH2:64][CH2:63][N:62]([C:16]([C:11]2[CH:12]=[N:13][CH:14]=[CH:15][N:10]=2)=[O:18])[CH2:61][CH2:60]1)[CH2:43][NH:44][C:45]([C:47]1[CH:48]=[CH:49][C:50]([C:53]2[CH:58]=[CH:57][CH:56]=[CH:55][CH:54]=2)=[CH:51][CH:52]=1)=[O:46]. (8) Given the reactants [N:1]1[CH:6]=[CH:5][CH:4]=[C:3]([C:7]2[N:8]=[CH:9][N:10]([C:12]3[CH:13]=[N:14][NH:15][C:16]=3[NH2:17])[CH:11]=2)[CH:2]=1.[CH2:18]([CH:20]([C:26](=O)[CH3:27])[C:21](OCC)=[O:22])[CH3:19], predict the reaction product. The product is: [CH2:26]([C:20]1[C:21](=[O:22])[N:15]2[N:14]=[CH:13][C:12]([N:10]3[CH:11]=[C:7]([C:3]4[CH:2]=[N:1][CH:6]=[CH:5][CH:4]=4)[N:8]=[CH:9]3)=[C:16]2[NH:17][C:18]=1[CH3:19])[CH3:27]. (9) Given the reactants [C:1]1(P([C:1]2[CH:6]=[CH:5][CH:4]=[CH:3][CH:2]=2)[C:1]2[CH:6]=[CH:5][C:4]3[C:3](=CC=CC=3)[C:2]=2[C:1]2[C:6]3[C:5](=CC=CC=3)[CH:4]=[CH:3][C:2]=2P([C:1]2[CH:6]=[CH:5][CH:4]=[CH:3][CH:2]=2)[C:1]2[CH:6]=[CH:5][CH:4]=[CH:3][CH:2]=2)[CH:6]=[CH:5][CH:4]=[CH:3][CH:2]=1.CC(C)([O-])C.[K+].BrC1C=CC=CC=1.[CH3:60][O:61][C:62]1[CH:63]=[C:64]2[C:69](=[CH:70][CH:71]=1)[C:68](=[O:72])[CH2:67][CH2:66][CH2:65]2.[Cl-].[NH4+], predict the reaction product. The product is: [CH3:60][O:61][C:62]1[CH:63]=[C:64]2[C:69](=[CH:70][CH:71]=1)[C:68](=[O:72])[CH:67]([C:1]1[CH:6]=[CH:5][CH:4]=[CH:3][CH:2]=1)[CH2:66][CH2:65]2.